Task: Binary Classification. Given a miRNA mature sequence and a target amino acid sequence, predict their likelihood of interaction.. Dataset: Experimentally validated miRNA-target interactions with 360,000+ pairs, plus equal number of negative samples (1) The miRNA is hsa-miR-4659b-3p with sequence UUUCUUCUUAGACAUGGCAGCU. The protein sequence of the target gene is MLLWASLLAFAPVCGQSAAAHKPVISVHPPWTTFFKGERVTLTCNGFQFYATEKTTWYHRHYWGEKLTLTPGNTLEVRESGLYRCQARGSPRSNPVRLLFSSDSLILQAPYSVFEGDTLVLRCHRRRKEKLTAVKYTWNGNILSISNKSWDLLIPQASSNNNGNYRCIGYGDENDVFRSNFKIIKIQELFPHPELKATDSQPTEGNSVNLSCETQLPPERSDTPLHFNFFRDGEVILSDWSTYPELQLPTVWRENSGSYWCGAETVRGNIHKHSPSLQIHVQRIPVSGVLLETQPSGGQA.... Result: 1 (interaction). (2) The miRNA is hsa-miR-1538 with sequence CGGCCCGGGCUGCUGCUGUUCCU. The protein sequence of the target gene is MNMSQASVSFQDVTVEFTREEWQHLGPVERTLYRDVMLENYSHLISVGYCITKPKVISKLEKGEEPWSLEDEFLNQRYPGYFKVDHIKGIREKQEKPLWQEIFISDADKTLSKEGQKVLEKPFNLEIAPELSEKISCKCDSHRMNLPVASQLIISERKYSRKKTEYMNVCEKLQLDIKHEKAHAEEKSYEHGENAKAFSYKKDQHWKFQTLEESFECDGSGQGLYDKTICITPQSFLTGEKSCKDDEFRKNFDKITLFNHMRTDTRGKCSDLNEYGTSCDKTTAVEYNKVHMAMTHYECN.... Result: 0 (no interaction). (3) The miRNA is hsa-miR-7109-3p with sequence CAAGCCUCUCCUGCCCUUCCAG. The protein sequence of the target gene is MAASSSSSSAGGVSGSSVTGSGFSVSDLAPPRKALFTYPKGAGEMLEDGSERFLCESVFSYQVASTLKQVKHDQQVARMEKLAGLVEELEADEWRFKPIEQLLGFTPSSG. Result: 0 (no interaction).